This data is from Full USPTO retrosynthesis dataset with 1.9M reactions from patents (1976-2016). The task is: Predict the reactants needed to synthesize the given product. (1) Given the product [N:31]1[CH:32]=[CH:33][CH:34]=[CH:35][C:30]=1[C:29]1[C:25]([C:18]2[C:19]3[C:20](=[N:21][CH:22]=[CH:23][CH:24]=3)[NH:16][CH:17]=2)=[C:26]2[CH2:38][CH2:37][CH2:36][N:27]2[N:28]=1, predict the reactants needed to synthesize it. The reactants are: C(=O)([O-])[O-].[K+].[K+].C1(S([N:16]2[C:20]3=[N:21][CH:22]=[CH:23][CH:24]=[C:19]3[C:18]([C:25]3[C:29]([C:30]4[CH:35]=[CH:34][CH:33]=[CH:32][N:31]=4)=[N:28][N:27]4[CH2:36][CH2:37][CH2:38][C:26]=34)=[CH:17]2)(=O)=O)C=CC=CC=1. (2) Given the product [C:12]([C:11]1[CH:10]=[CH:9][C:4]([C:5]([O:7][CH3:8])=[O:6])=[CH:3][C:2]=1[C:16]#[N:17])([CH3:15])([CH3:14])[CH3:13], predict the reactants needed to synthesize it. The reactants are: Br[C:2]1[CH:3]=[C:4]([CH:9]=[CH:10][C:11]=1[C:12]([CH3:15])([CH3:14])[CH3:13])[C:5]([O:7][CH3:8])=[O:6].[C:16]([Cu])#[N:17].